Dataset: hERG Central: cardiac toxicity at 1µM, 10µM, and general inhibition. Task: Predict hERG channel inhibition at various concentrations. (1) The molecule is O=C(OCc1nnc(-c2ccc([N+](=O)[O-])cc2)o1)C1CCN(C(=O)c2ccc(F)cc2)CC1. Results: hERG_inhib (hERG inhibition (general)): blocker. (2) The drug is O=C(COc1ccccc1)NC1CCN(Cc2ccccc2)CC1. Results: hERG_inhib (hERG inhibition (general)): blocker. (3) The molecule is CC(C)CC1c2[nH]c3ccccc3c2CCN1CCCn1cccn1. Results: hERG_inhib (hERG inhibition (general)): blocker. (4) The drug is Cc1nc2c3ccccc3nc(NNC(=O)CCC(=O)N3CCN(c4ccc(F)cc4)CC3)n2n1. Results: hERG_inhib (hERG inhibition (general)): blocker. (5) The drug is O=S(=O)(NCC(c1cccnc1)N1CCN(c2ccc(F)cc2)CC1)c1ccc(F)cc1. Results: hERG_inhib (hERG inhibition (general)): blocker. (6) The molecule is Cl.N=c1sccn1CC(=O)N(CCc1ccccc1)CCc1ccccc1. Results: hERG_inhib (hERG inhibition (general)): blocker. (7) The compound is O=c1c2ccccc2nc(SCc2ccc([N+](=O)[O-])cc2)n1CCCO. Results: hERG_inhib (hERG inhibition (general)): blocker.